Dataset: Forward reaction prediction with 1.9M reactions from USPTO patents (1976-2016). Task: Predict the product of the given reaction. (1) Given the reactants [CH3:1][NH:2][C:3]1[CH:8]=[CH:7][CH:6]=[CH:5][CH:4]=1.[Br:9][C:10]1[CH:15]=[CH:14][C:13](OC)=[CH:12][CH:11]=1, predict the reaction product. The product is: [Br:9][C:10]1[CH:15]=[CH:14][C:13]([N:2]([C:3]2[CH:8]=[CH:7][CH:6]=[CH:5][CH:4]=2)[CH3:1])=[CH:12][CH:11]=1. (2) Given the reactants C(O[C:4](=[O:13])[C:5]1[CH:10]=[C:9]([NH2:11])[N:8]=[C:7]([NH2:12])[CH:6]=1)C.[CH3:14][NH2:15], predict the reaction product. The product is: [NH2:11][C:9]1[CH:10]=[C:5]([CH:6]=[C:7]([NH2:12])[N:8]=1)[C:4]([NH:15][CH3:14])=[O:13]. (3) Given the reactants [C:1]([O:5][C:6](=[O:18])[CH2:7][N:8]1[C:12]2=[N:13][CH:14]=[CH:15][CH:16]=[C:11]2[C:10](I)=[N:9]1)([CH3:4])([CH3:3])[CH3:2].[CH3:19][N:20](C=O)C, predict the reaction product. The product is: [C:1]([O:5][C:6](=[O:18])[CH2:7][N:8]1[C:12]2=[N:13][CH:14]=[CH:15][CH:16]=[C:11]2[C:10]([C:19]#[N:20])=[N:9]1)([CH3:4])([CH3:3])[CH3:2]. (4) Given the reactants F[C:2]1[C:9]([C:10]([F:13])([F:12])[F:11])=[CH:8][CH:7]=[CH:6][C:3]=1[C:4]#[N:5].O.[NH2:15][NH2:16], predict the reaction product. The product is: [F:11][C:10]([F:12])([F:13])[C:9]1[CH:8]=[CH:7][CH:6]=[C:3]2[C:2]=1[NH:16][N:15]=[C:4]2[NH2:5]. (5) Given the reactants [CH2:1]([C@H:8]([NH:21][C:22]([C@@H:24]([NH:34][C:35]([C@@H:37]([NH:39][C:40]([C:42]1[N:43]=[C:44]2[CH:49]=[CH:48][CH:47]=[CH:46][N:45]2[CH:50]=1)=[O:41])[CH3:38])=[O:36])[CH2:25][C:26]1[CH:31]=[CH:30][C:29]([O:32][CH3:33])=[CH:28][CH:27]=1)=[O:23])[CH:9]([C:11](=[O:20])[NH:12][CH2:13][C:14]1[CH:19]=[CH:18][CH:17]=[CH:16][CH:15]=1)[OH:10])[C:2]1[CH:7]=[CH:6][CH:5]=[CH:4][CH:3]=1.CC(OI1(OC(C)=O)(OC(C)=O)OC(=O)C2C=CC=CC1=2)=O, predict the reaction product. The product is: [CH2:1]([C@H:8]([NH:21][C:22]([C@@H:24]([NH:34][C:35]([C@@H:37]([NH:39][C:40]([C:42]1[N:43]=[C:44]2[CH:49]=[CH:48][CH:47]=[CH:46][N:45]2[CH:50]=1)=[O:41])[CH3:38])=[O:36])[CH2:25][C:26]1[CH:27]=[CH:28][C:29]([O:32][CH3:33])=[CH:30][CH:31]=1)=[O:23])[C:9]([C:11](=[O:20])[NH:12][CH2:13][C:14]1[CH:19]=[CH:18][CH:17]=[CH:16][CH:15]=1)=[O:10])[C:2]1[CH:3]=[CH:4][CH:5]=[CH:6][CH:7]=1.